From a dataset of Forward reaction prediction with 1.9M reactions from USPTO patents (1976-2016). Predict the product of the given reaction. (1) Given the reactants [NH2:1][C:2]1[CH:10]=[CH:9][CH:8]=[C:7]2[C:3]=1[CH2:4][N:5]([C:12]1[CH:13]=[C:14]3[C:18](=[CH:19][CH:20]=1)[N:17]([CH3:21])[CH:16]=[CH:15]3)[C:6]2=[O:11].C(N(CC)CC)C.[C:29](Cl)(=[O:31])[CH3:30], predict the reaction product. The product is: [CH3:21][N:17]1[C:18]2[C:14](=[CH:13][C:12]([N:5]3[CH2:4][C:3]4[C:7](=[CH:8][CH:9]=[CH:10][C:2]=4[NH:1][C:29](=[O:31])[CH3:30])[C:6]3=[O:11])=[CH:20][CH:19]=2)[CH:15]=[CH:16]1. (2) Given the reactants [CH3:1][O:2][C:3]([CH3:8])([CH3:7])[CH2:4][CH2:5][OH:6].Cl[C:10]([O:12][CH3:13])=[O:11].N1C=CC=CC=1.O, predict the reaction product. The product is: [CH3:13][O:12][C:10]([O:6][CH2:5][CH2:4][C:3]([O:2][CH3:1])([CH3:8])[CH3:7])=[O:11].